The task is: Predict the reactants needed to synthesize the given product.. This data is from Full USPTO retrosynthesis dataset with 1.9M reactions from patents (1976-2016). (1) Given the product [Cl:1][C:2]1[NH:10][C:9]2[C:8](=[O:14])[N:7]([CH2:15][CH:16]([OH:27])[CH2:17][CH2:18][CH2:19][CH2:20][C:21]3[CH:26]=[CH:25][CH:24]=[CH:23][CH:22]=3)[C:6](=[O:28])[N:5]([CH2:29][CH2:30][CH2:31][CH2:32][CH3:33])[C:4]=2[N:3]=1, predict the reactants needed to synthesize it. The reactants are: [Cl:1][C:2]1[N:10](CC=C)[C:9]2[C:8](=[O:14])[N:7]([CH2:15][CH:16]([OH:27])[CH2:17][CH2:18][CH2:19][CH2:20][C:21]3[CH:26]=[CH:25][CH:24]=[CH:23][CH:22]=3)[C:6](=[O:28])[N:5]([CH2:29][CH2:30][CH2:31][CH2:32][CH3:33])[C:4]=2[N:3]=1.N1CCOCC1. (2) Given the product [NH2:1][CH2:4][C:5]1[CH:28]=[CH:27][C:8]2[C:9]([CH2:12][CH2:13][CH:14]3[CH2:15][CH2:16][N:17]([C:20]([O:22][C:23]([CH3:25])([CH3:26])[CH3:24])=[O:21])[CH2:18][CH2:19]3)=[N:10][O:11][C:7]=2[C:6]=1[CH2:29][O:30][CH:31]1[CH2:36][CH2:35][CH2:34][CH2:33][O:32]1, predict the reactants needed to synthesize it. The reactants are: [N:1]([CH2:4][C:5]1[CH:28]=[CH:27][C:8]2[C:9]([CH2:12][CH2:13][CH:14]3[CH2:19][CH2:18][N:17]([C:20]([O:22][C:23]([CH3:26])([CH3:25])[CH3:24])=[O:21])[CH2:16][CH2:15]3)=[N:10][O:11][C:7]=2[C:6]=1[CH2:29][O:30][CH:31]1[CH2:36][CH2:35][CH2:34][CH2:33][O:32]1)=[N+]=[N-].C1(P(C2C=CC=CC=2)C2C=CC=CC=2)C=CC=CC=1.N. (3) Given the product [NH:16]1[C:10]2[C:11](=[N:12][CH:13]=[C:8]([C:6]3[N:7]=[C:2]([NH:29][C:30]4[CH:39]=[C:38]5[C:33]([CH2:34][CH2:35][C:36](=[O:40])[NH:37]5)=[CH:32][CH:31]=4)[C:3]4[NH:19][N:18]=[CH:17][C:4]=4[N:5]=3)[CH:9]=2)[CH:14]=[CH:15]1, predict the reactants needed to synthesize it. The reactants are: Cl[C:2]1[C:3]2[C:4](=[CH:17][N:18](CC3C=CC(OC)=CC=3)[N:19]=2)[N:5]=[C:6]([C:8]2[CH:9]=[C:10]3[NH:16][CH:15]=[CH:14][C:11]3=[N:12][CH:13]=2)[N:7]=1.[NH2:29][C:30]1[CH:39]=[C:38]2[C:33]([CH2:34][CH2:35][C:36](=[O:40])[NH:37]2)=[CH:32][CH:31]=1.Cl. (4) Given the product [CH3:42][C:38]1([CH3:43])[CH2:39][C:40](=[O:41])[C:35](=[C:33]([NH:32][CH2:31][CH2:30][CH2:29][O:28][CH2:27][C:8]([NH2:7])([CH2:9][O:10][CH2:11][CH2:12][CH2:13][NH:14][C:15](=[C:17]2[C:18](=[O:26])[CH2:19][C:20]([CH3:25])([CH3:24])[CH2:21][C:22]2=[O:23])[CH3:16])[CH2:45][O:46][CH2:47][CH2:48][CH2:49][NH:50][C:51](=[C:53]2[C:58](=[O:59])[CH2:57][C:56]([CH3:60])([CH3:61])[CH2:55][C:54]2=[O:62])[CH3:52])[CH3:34])[C:36](=[O:44])[CH2:37]1, predict the reactants needed to synthesize it. The reactants are: C(OC(=O)[NH:7][C:8]([CH2:45][O:46][CH2:47][CH2:48][CH2:49][NH:50][C:51](=[C:53]1[C:58](=[O:59])[CH2:57][C:56]([CH3:61])([CH3:60])[CH2:55][C:54]1=[O:62])[CH3:52])([CH2:27][O:28][CH2:29][CH2:30][CH2:31][NH:32][C:33](=[C:35]1[C:40](=[O:41])[CH2:39][C:38]([CH3:43])([CH3:42])[CH2:37][C:36]1=[O:44])[CH3:34])[CH2:9][O:10][CH2:11][CH2:12][CH2:13][NH:14][C:15](=[C:17]1[C:22](=[O:23])[CH2:21][C:20]([CH3:25])([CH3:24])[CH2:19][C:18]1=[O:26])[CH3:16])(C)(C)C. (5) Given the product [CH2:12]1[C:13]2[C:18](=[CH:17][CH:16]=[CH:15][CH:14]=2)[CH2:19][N:11]1[C:9]([C:4]1[CH:3]=[C:2]([C:23]2[CH:24]=[CH:25][CH:26]=[CH:27][C:22]=2[C:21]([F:32])([F:31])[F:20])[CH:7]=[CH:6][C:5]=1[OH:8])=[O:10], predict the reactants needed to synthesize it. The reactants are: Br[C:2]1[CH:7]=[CH:6][C:5]([OH:8])=[C:4]([C:9]([N:11]2[CH2:19][C:18]3[C:13](=[CH:14][CH:15]=[CH:16][CH:17]=3)[CH2:12]2)=[O:10])[CH:3]=1.[F:20][C:21]([F:32])([F:31])[C:22]1[CH:27]=[CH:26][CH:25]=[CH:24][C:23]=1B(O)O.N#N. (6) The reactants are: Cl.[F:2][C:3]1[CH:4]=[C:5]2[C:9](=[CH:10][CH:11]=1)[N:8]([C:12]1[CH:17]=[CH:16][CH:15]=[CH:14][C:13]=1[F:18])[N:7]=[C:6]2[O:19][CH2:20][C@H:21]1[CH2:26][CH2:25][CH2:24][NH:23][CH2:22]1.C([O-])([O-])=O.[K+].[K+]. Given the product [F:2][C:3]1[CH:4]=[C:5]2[C:9](=[CH:10][CH:11]=1)[N:8]([C:12]1[CH:17]=[CH:16][CH:15]=[CH:14][C:13]=1[F:18])[N:7]=[C:6]2[O:19][CH2:20][C@H:21]1[CH2:26][CH2:25][CH2:24][NH:23][CH2:22]1, predict the reactants needed to synthesize it. (7) Given the product [Cl:2][C:3]1[CH:8]=[C:7]([F:9])[CH:6]=[CH:5][C:4]=1/[C:10](/[CH2:34][CH3:35])=[C:11](\[C:21]1[CH:26]=[CH:25][C:24](/[CH:27]=[CH:28]/[C:29]([OH:31])=[O:30])=[CH:23][CH:22]=1)/[C:12]1[CH:13]=[C:14]2[C:18](=[CH:19][CH:20]=1)[NH:17][N:16]=[CH:15]2, predict the reactants needed to synthesize it. The reactants are: Cl.[Cl:2][C:3]1[CH:8]=[C:7]([F:9])[CH:6]=[CH:5][C:4]=1/[C:10](/[CH2:34][CH3:35])=[C:11](\[C:21]1[CH:26]=[CH:25][C:24](/[CH:27]=[CH:28]/[C:29]([O:31]CC)=[O:30])=[CH:23][CH:22]=1)/[C:12]1[CH:13]=[C:14]2[C:18](=[CH:19][CH:20]=1)[NH:17][N:16]=[CH:15]2.C(O)C.[Li+].[OH-]. (8) Given the product [F:11][C:9]([F:10])([F:12])[C:7]1[CH:6]=[C:5]([C:13]([CH3:51])([CH3:50])[C:14]([N:16]([C:18]2[CH:19]=[N:20][C:21]([N:31]3[C@H:40]([CH2:41][OH:42])[CH2:39][N:38]4[C@H:33]([CH2:34][O:35][CH2:36][CH2:37]4)[CH2:32]3)=[CH:22][C:23]=2[C:24]2[CH:25]=[N:26][CH:27]=[CH:28][C:29]=2[CH3:30])[CH3:17])=[O:15])[CH:4]=[C:3]([C:2]([F:1])([F:53])[F:52])[CH:8]=1, predict the reactants needed to synthesize it. The reactants are: [F:1][C:2]([F:53])([F:52])[C:3]1[CH:4]=[C:5]([C:13]([CH3:51])([CH3:50])[C:14]([N:16]([C:18]2[CH:19]=[N:20][C:21]([N:31]3[C@H:40]([CH2:41][O:42][Si](C(C)(C)C)(C)C)[CH2:39][N:38]4[C@H:33]([CH2:34][O:35][CH2:36][CH2:37]4)[CH2:32]3)=[CH:22][C:23]=2[C:24]2[CH:25]=[N:26][CH:27]=[CH:28][C:29]=2[CH3:30])[CH3:17])=[O:15])[CH:6]=[C:7]([C:9]([F:12])([F:11])[F:10])[CH:8]=1.Cl. (9) Given the product [NH:1]([C:18]([O:20][CH2:21][CH:22]1[C:23]2[C:28](=[CH:27][CH:26]=[CH:25][CH:24]=2)[C:29]2[C:34]1=[CH:33][CH:32]=[CH:31][CH:30]=2)=[O:19])[C@@H:2]([C:15]([O:17][CH2:39][C:40]1[CH:45]=[CH:44][CH:43]=[CH:42][CH:41]=1)=[O:16])[CH2:3][CH2:4][CH2:5][CH2:6][NH:7][C:8]([O:10][C:11]([CH3:13])([CH3:12])[CH3:14])=[O:9], predict the reactants needed to synthesize it. The reactants are: [NH:1]([C:18]([O:20][CH2:21][CH:22]1[C:34]2[C:29](=[CH:30][CH:31]=[CH:32][CH:33]=2)[C:28]2[C:23]1=[CH:24][CH:25]=[CH:26][CH:27]=2)=[O:19])[C@@H:2]([C:15]([OH:17])=[O:16])[CH2:3][CH2:4][CH2:5][CH2:6][NH:7][C:8]([O:10][C:11]([CH3:14])([CH3:13])[CH3:12])=[O:9].CS(C)=O.[CH2:39](Br)[C:40]1[CH:45]=[CH:44][CH:43]=[CH:42][CH:41]=1.